Dataset: TCR-epitope binding with 47,182 pairs between 192 epitopes and 23,139 TCRs. Task: Binary Classification. Given a T-cell receptor sequence (or CDR3 region) and an epitope sequence, predict whether binding occurs between them. (1) The epitope is TPGPGVRYPL. The TCR CDR3 sequence is CASSGRDTSTDTQYF. Result: 1 (the TCR binds to the epitope). (2) The epitope is YLQPRTFLL. The TCR CDR3 sequence is CASSWDIEAFF. Result: 1 (the TCR binds to the epitope). (3) The epitope is YIFFASFYY. The TCR CDR3 sequence is CASSRDGSHSGNTIYF. Result: 1 (the TCR binds to the epitope). (4) The epitope is VTEHDTLLY. The TCR CDR3 sequence is CASSLEGLAAQETQYF. Result: 1 (the TCR binds to the epitope). (5) The epitope is SEPVLKGVKL. The TCR CDR3 sequence is CASSSLGQLETQYF. Result: 0 (the TCR does not bind to the epitope). (6) The epitope is NLNESLIDL. The TCR CDR3 sequence is CASSHSLLAAVAGETQYF. Result: 1 (the TCR binds to the epitope).